The task is: Regression. Given two drug SMILES strings and cell line genomic features, predict the synergy score measuring deviation from expected non-interaction effect.. This data is from NCI-60 drug combinations with 297,098 pairs across 59 cell lines. (1) Drug 1: CC12CCC3C(C1CCC2=O)CC(=C)C4=CC(=O)C=CC34C. Drug 2: C1=CC=C(C(=C1)C(C2=CC=C(C=C2)Cl)C(Cl)Cl)Cl. Cell line: DU-145. Synergy scores: CSS=50.8, Synergy_ZIP=0.827, Synergy_Bliss=1.50, Synergy_Loewe=2.44, Synergy_HSA=1.84. (2) Drug 1: C1C(C(OC1N2C=NC3=C(N=C(N=C32)Cl)N)CO)O. Drug 2: CC1=C2C(C(=O)C3(C(CC4C(C3C(C(C2(C)C)(CC1OC(=O)C(C(C5=CC=CC=C5)NC(=O)C6=CC=CC=C6)O)O)OC(=O)C7=CC=CC=C7)(CO4)OC(=O)C)O)C)OC(=O)C. Cell line: NCIH23. Synergy scores: CSS=79.2, Synergy_ZIP=-7.33, Synergy_Bliss=-7.41, Synergy_Loewe=-9.61, Synergy_HSA=-3.51. (3) Drug 1: C1CCN(CC1)CCOC2=CC=C(C=C2)C(=O)C3=C(SC4=C3C=CC(=C4)O)C5=CC=C(C=C5)O. Drug 2: C1=C(C(=O)NC(=O)N1)F. Cell line: SW-620. Synergy scores: CSS=30.3, Synergy_ZIP=2.29, Synergy_Bliss=2.96, Synergy_Loewe=-0.583, Synergy_HSA=0.963.